This data is from Forward reaction prediction with 1.9M reactions from USPTO patents (1976-2016). The task is: Predict the product of the given reaction. (1) The product is: [CH:18]1([CH2:21][NH:22][CH:14]2[CH2:15][CH2:16][N:11]([C:9]([O:8][CH2:1][C:2]3[CH:7]=[CH:6][CH:5]=[CH:4][CH:3]=3)=[O:10])[CH2:12][CH2:13]2)[CH2:20][CH2:19]1. Given the reactants [CH2:1]([O:8][C:9]([N:11]1[CH2:16][CH2:15][C:14](=O)[CH2:13][CH2:12]1)=[O:10])[C:2]1[CH:7]=[CH:6][CH:5]=[CH:4][CH:3]=1.[CH:18]1([CH2:21][NH2:22])[CH2:20][CH2:19]1.C(O[BH-](OC(=O)C)OC(=O)C)(=O)C.[Na+], predict the reaction product. (2) Given the reactants [F:1][C:2]([F:32])([F:31])[C:3]1[CH:30]=[CH:29][C:6]([CH2:7][N:8]2[C@@H:13]([C:14]([NH:16][C@H:17]([C:19]3[CH:28]=[CH:27][C:22]([C:23]([O:25]C)=[O:24])=[CH:21][CH:20]=3)[CH3:18])=[O:15])[CH2:12][CH:11]3[CH:9]2[CH2:10]3)=[CH:5][CH:4]=1.O[Li].O, predict the reaction product. The product is: [F:31][C:2]([F:1])([F:32])[C:3]1[CH:30]=[CH:29][C:6]([CH2:7][N:8]2[C@@H:13]([C:14]([NH:16][C@H:17]([C:19]3[CH:20]=[CH:21][C:22]([C:23]([OH:25])=[O:24])=[CH:27][CH:28]=3)[CH3:18])=[O:15])[CH2:12][CH:11]3[CH:9]2[CH2:10]3)=[CH:5][CH:4]=1. (3) Given the reactants [CH3:1][CH:2]([O:4][C:5]1[CH:13]=[CH:12][C:8]([C:9]([OH:11])=O)=[CH:7][C:6]=1[C:14]([F:17])([F:16])[F:15])[CH3:3].CCN=C=NCCCN(C)C.C1C=CC2N(O)N=NC=2C=1.O[NH:40][C:41](=[NH:58])[C:42]1[CH:43]=[C:44]2[C:48](=[CH:49][CH:50]=1)[N:47]([CH2:51][CH2:52][C:53]([O:55][CH2:56][CH3:57])=[O:54])[N:46]=[CH:45]2.C(=O)(O)[O-].[Na+], predict the reaction product. The product is: [CH3:3][CH:2]([O:4][C:5]1[CH:13]=[CH:12][C:8]([C:9]2[O:11][N:40]=[C:41]([C:42]3[CH:43]=[C:44]4[C:48](=[CH:49][CH:50]=3)[N:47]([CH2:51][CH2:52][C:53]([O:55][CH2:56][CH3:57])=[O:54])[N:46]=[CH:45]4)[N:58]=2)=[CH:7][C:6]=1[C:14]([F:17])([F:16])[F:15])[CH3:1].